This data is from Forward reaction prediction with 1.9M reactions from USPTO patents (1976-2016). The task is: Predict the product of the given reaction. Given the reactants [F:1][C:2]([F:8])([F:7])[CH2:3][C:4](O)=[O:5].C1N=CN(C(N2C=NC=C2)=O)C=1.Cl.[CH2:22]([C:24]1[S:47][C:27]2[N:28]=[C:29]([NH:38][C:39]([NH:41][CH2:42][CH2:43][C:44]([OH:46])=[O:45])=[O:40])[N:30]=[C:31]([N:32]3[CH2:37][CH2:36][NH:35][CH2:34][CH2:33]3)[C:26]=2[CH:25]=1)[CH3:23].CCN(C(C)C)C(C)C, predict the reaction product. The product is: [CH2:22]([C:24]1[S:47][C:27]2[N:28]=[C:29]([NH:38][C:39]([NH:41][CH2:42][CH2:43][C:44]([OH:46])=[O:45])=[O:40])[N:30]=[C:31]([N:32]3[CH2:33][CH2:34][N:35]([C:4](=[O:5])[CH2:3][C:2]([F:8])([F:7])[F:1])[CH2:36][CH2:37]3)[C:26]=2[CH:25]=1)[CH3:23].